This data is from Full USPTO retrosynthesis dataset with 1.9M reactions from patents (1976-2016). The task is: Predict the reactants needed to synthesize the given product. (1) The reactants are: [Cl:1][C:2]1[CH:8]=[CH:7][C:5](N)=[C:4]([CH3:9])[CH:3]=1.[ClH:10].N([O-])=O.[Na+].[S:15](=[O:17])=[O:16]. Given the product [Cl:1][C:2]1[CH:8]=[CH:7][C:5]([S:15]([Cl:10])(=[O:17])=[O:16])=[C:4]([CH3:9])[CH:3]=1, predict the reactants needed to synthesize it. (2) Given the product [C:12]([O:11][C:9](=[O:10])[NH:17][C@@H:18]([C:22]1[CH:27]=[CH:26][C:25]([Cl:28])=[C:24]([O:29][C:30]2[CH:31]=[CH:32][CH:33]=[CH:34][CH:35]=2)[C:23]=1[F:36])[CH2:19][CH2:20][OH:21])([CH3:13])([CH3:14])[CH3:15], predict the reactants needed to synthesize it. The reactants are: [C:9](O[C:9]([O:11][C:12]([CH3:15])([CH3:14])[CH3:13])=[O:10])([O:11][C:12]([CH3:15])([CH3:14])[CH3:13])=[O:10].Cl.[NH2:17][C@@H:18]([C:22]1[CH:27]=[CH:26][C:25]([Cl:28])=[C:24]([O:29][C:30]2[CH:35]=[CH:34][CH:33]=[CH:32][CH:31]=2)[C:23]=1[F:36])[CH2:19][CH2:20][OH:21].C(=O)([O-])O.[Na+]. (3) Given the product [N:22]1([CH2:21][CH2:20][N:19]2[C:18]3[CH:27]=[CH:28][CH:29]=[CH:30][C:17]=3[N:16]=[C:15]2[N:11]2[CH2:12][CH2:13][CH2:14][NH:8][CH2:9][CH2:10]2)[CH:26]=[N:25][N:24]=[N:23]1, predict the reactants needed to synthesize it. The reactants are: C(OC([N:8]1[CH2:14][CH2:13][CH2:12][N:11]([C:15]2[N:19]([CH2:20][CH2:21][N:22]3[CH:26]=[N:25][N:24]=[N:23]3)[C:18]3[CH:27]=[CH:28][CH:29]=[CH:30][C:17]=3[N:16]=2)[CH2:10][CH2:9]1)=O)(C)(C)C.Cl.O1CCOCC1.[OH-].[Na+].